Dataset: Full USPTO retrosynthesis dataset with 1.9M reactions from patents (1976-2016). Task: Predict the reactants needed to synthesize the given product. The reactants are: [NH2:1][C@@H:2]1[CH2:13][CH:12]=[CH:11][CH2:10][CH2:9][C:8](=[O:14])[O:7][C@@H:6]([C:15]2[CH:20]=[CH:19][CH:18]=[CH:17][CH:16]=2)[C@H:5]([CH3:21])[N:4]([CH3:22])[C:3]1=[O:23].C(N(CC)CC)C.[C:31](OC(=O)C)(=[O:33])[CH3:32]. Given the product [CH3:21][C@@H:5]1[N:4]([CH3:22])[C:3](=[O:23])[C@H:2]([NH:1][C:31](=[O:33])[CH3:32])[CH2:13][CH:12]=[CH:11][CH2:10][CH2:9][C:8](=[O:14])[O:7][C@H:6]1[C:15]1[CH:20]=[CH:19][CH:18]=[CH:17][CH:16]=1, predict the reactants needed to synthesize it.